Dataset: Peptide-MHC class II binding affinity with 134,281 pairs from IEDB. Task: Regression. Given a peptide amino acid sequence and an MHC pseudo amino acid sequence, predict their binding affinity value. This is MHC class II binding data. (1) The peptide sequence is GKKYFAATQFEPLAA. The MHC is DRB1_1001 with pseudo-sequence DRB1_1001. The binding affinity (normalized) is 0.642. (2) The peptide sequence is EDHWASRENSGGGVE. The MHC is DRB1_1101 with pseudo-sequence DRB1_1101. The binding affinity (normalized) is 0. (3) The binding affinity (normalized) is 0.115. The MHC is DRB1_1302 with pseudo-sequence DRB1_1302. The peptide sequence is CTGMLKRRLGLMSLS.